This data is from Peptide-MHC class II binding affinity with 134,281 pairs from IEDB. The task is: Regression. Given a peptide amino acid sequence and an MHC pseudo amino acid sequence, predict their binding affinity value. This is MHC class II binding data. (1) The peptide sequence is VSSDQSALSEFIKFA. The binding affinity (normalized) is 0.521. The MHC is DRB1_0901 with pseudo-sequence DRB1_0901. (2) The peptide sequence is KFPLKLRGTAVMSLK. The MHC is DRB1_0701 with pseudo-sequence DRB1_0701. The binding affinity (normalized) is 0.742. (3) The peptide sequence is MTSLALVGAALHPFA. The MHC is HLA-DQA10601-DQB10402 with pseudo-sequence HLA-DQA10601-DQB10402. The binding affinity (normalized) is 0.417. (4) The peptide sequence is VWGQKYFKGNFERLA. The MHC is DRB3_0202 with pseudo-sequence DRB3_0202. The binding affinity (normalized) is 0.335.